Dataset: Reaction yield outcomes from USPTO patents with 853,638 reactions. Task: Predict the reaction yield, written as a fraction of the theoretical maximum amount of product (1.0 means a 100% yield; for example, 0.34 means a 34% yield). (1) The reactants are [C:1]1([S:7]([C:9]2[CH:17]=[CH:16][C:12]([C:13]([OH:15])=[O:14])=[CH:11][CH:10]=2)=[O:8])[CH:6]=[CH:5][CH:4]=[CH:3][CH:2]=1.Cl.Cl[O-:20].[Na+]. No catalyst specified. The product is [C:1]1([S:7]([C:9]2[CH:17]=[CH:16][C:12]([C:13]([OH:15])=[O:14])=[CH:11][CH:10]=2)(=[O:20])=[O:8])[CH:2]=[CH:3][CH:4]=[CH:5][CH:6]=1. The yield is 0.700. (2) The reactants are [NH2:1][CH2:2][C:3]1[C:4]([F:21])=[C:5]([O:11][C:12]2[CH:13]=[C:14]([CH:17]=[C:18]([Cl:20])[CH:19]=2)[C:15]#[N:16])[C:6]([CH2:9][CH3:10])=[CH:7][CH:8]=1.[Cl:22][C:23]1[N:24]=[C:25]([CH3:31])[NH:26][C:27]=1[C:28](O)=[O:29].C(Cl)CCl.C1C=CC2N(O)N=NC=2C=1.C([O-])(O)=O.[Na+]. The catalyst is CN(C=O)C.C(OCC)(=O)C. The product is [Cl:22][C:23]1[N:24]=[C:25]([CH3:31])[NH:26][C:27]=1[C:28]([NH:1][CH2:2][C:3]1[CH:8]=[CH:7][C:6]([CH2:9][CH3:10])=[C:5]([O:11][C:12]2[CH:13]=[C:14]([C:15]#[N:16])[CH:17]=[C:18]([Cl:20])[CH:19]=2)[C:4]=1[F:21])=[O:29]. The yield is 0.470. (3) The reactants are [H-].[Li+].[Al+3].[H-].[H-].[H-].[Br:7][C:8]1[CH:17]=[CH:16][C:11]([C:12](OC)=[O:13])=[CH:10][C:9]=1[S:18](=[O:25])(=[O:24])[NH:19][C:20]([CH3:23])([CH3:22])[CH3:21].O.[OH-].[Na+]. The catalyst is O1CCCC1. The product is [Br:7][C:8]1[CH:17]=[CH:16][C:11]([CH2:12][OH:13])=[CH:10][C:9]=1[S:18]([NH:19][C:20]([CH3:23])([CH3:22])[CH3:21])(=[O:24])=[O:25]. The yield is 0.405. (4) The reactants are [Cl-].O[NH3+:3].[C:4](=[O:7])([O-])[OH:5].[Na+].CS(C)=O.[CH2:13]([C:15]1[N:16]([C:40]2[CH:41]=[N:42][C:43]([O:46][CH:47]([CH3:49])[CH3:48])=[CH:44][CH:45]=2)[C:17](=[O:39])[C:18]([CH2:24][C:25]2[CH:30]=[CH:29][C:28]([C:31]3[C:32]([C:37]#[N:38])=[CH:33][CH:34]=[CH:35][CH:36]=3)=[CH:27][CH:26]=2)=[C:19]([CH2:21][CH2:22][CH3:23])[N:20]=1)[CH3:14]. The catalyst is O. The product is [CH2:13]([C:15]1[N:16]([C:40]2[CH:41]=[N:42][C:43]([O:46][CH:47]([CH3:49])[CH3:48])=[CH:44][CH:45]=2)[C:17](=[O:39])[C:18]([CH2:24][C:25]2[CH:26]=[CH:27][C:28]([C:31]3[CH:36]=[CH:35][CH:34]=[CH:33][C:32]=3[C:37]3[NH:3][C:4](=[O:7])[O:5][N:38]=3)=[CH:29][CH:30]=2)=[C:19]([CH2:21][CH2:22][CH3:23])[N:20]=1)[CH3:14]. The yield is 0.680.